Dataset: Forward reaction prediction with 1.9M reactions from USPTO patents (1976-2016). Task: Predict the product of the given reaction. (1) Given the reactants [Cl:1][C:2]1[N:7]=[C:6]([C:8]#[C:9][CH3:10])[C:5]([NH2:11])=[C:4]([NH2:12])[CH:3]=1, predict the reaction product. The product is: [Cl:1][C:2]1[N:7]=[C:6]2[CH:8]=[C:9]([CH3:10])[NH:11][C:5]2=[C:4]([NH2:12])[CH:3]=1. (2) Given the reactants [C:9](O[C:9]([O:11][C:12]([CH3:15])([CH3:14])[CH3:13])=[O:10])([O:11][C:12]([CH3:15])([CH3:14])[CH3:13])=[O:10].[OH-].[Na+].Br.[Br:19][CH2:20][CH2:21][NH2:22], predict the reaction product. The product is: [Br:19][CH2:20][CH2:21][NH:22][C:9](=[O:10])[O:11][C:12]([CH3:13])([CH3:14])[CH3:15]. (3) Given the reactants NC1C=CC(OC2C=C3C(=CC=2)OC(C2C=CC=CC=2)CC3)=NC=1.[F:25][C:26]1[CH:31]=[CH:30][CH:29]=[CH:28][C:27]=1[CH:32]1[CH2:41][CH2:40][C:39]2[C:34](=[CH:35][CH:36]=[C:37]([O:42][C:43]3[CH:48]=[CH:47][C:46]([N+:49]([O-])=O)=[CH:45][N:44]=3)[CH:38]=2)[O:33]1, predict the reaction product. The product is: [F:25][C:26]1[CH:31]=[CH:30][CH:29]=[CH:28][C:27]=1[CH:32]1[CH2:41][CH2:40][C:39]2[C:34](=[CH:35][CH:36]=[C:37]([O:42][C:43]3[N:44]=[CH:45][C:46]([NH2:49])=[CH:47][CH:48]=3)[CH:38]=2)[O:33]1. (4) Given the reactants Cl[C:2]1[N:7]=[C:6]([C:8]([O:10][C:11]([CH3:14])([CH3:13])[CH3:12])=[O:9])[CH:5]=[CH:4][N:3]=1.[CH3:15][C@H:16]1[NH:21][CH2:20][CH2:19][N:18]([C:22]2[CH:27]=[CH:26][C:25]([S:28]([CH3:31])(=[O:30])=[O:29])=[CH:24][CH:23]=2)[CH2:17]1.C(N(CC)C(C)C)(C)C, predict the reaction product. The product is: [CH3:15][C@@H:16]1[CH2:17][N:18]([C:22]2[CH:23]=[CH:24][C:25]([S:28]([CH3:31])(=[O:30])=[O:29])=[CH:26][CH:27]=2)[CH2:19][CH2:20][N:21]1[C:2]1[N:7]=[C:6]([C:8]([O:10][C:11]([CH3:14])([CH3:13])[CH3:12])=[O:9])[CH:5]=[CH:4][N:3]=1. (5) Given the reactants Cl.Cl.[NH2:3][C@@H:4]1[CH2:8][CH2:7][N:6]([CH2:9][C:10]2[CH:15]=[CH:14][C:13]([Cl:16])=[CH:12][CH:11]=2)[CH2:5]1.[OH-].[Na+], predict the reaction product. The product is: [NH2:3][C@@H:4]1[CH2:8][CH2:7][N:6]([CH2:9][C:10]2[CH:15]=[CH:14][C:13]([Cl:16])=[CH:12][CH:11]=2)[CH2:5]1. (6) Given the reactants [F:1][C:2]([F:30])([F:29])[C:3]1[CH:4]=[C:5]([N:10]([CH2:18][C:19]2[CH:24]=[CH:23][CH:22]=[C:21]([C:25]([F:28])([F:27])[F:26])[CH:20]=2)CC(O)C(F)(F)F)[CH:6]=[CH:7][C:8]=1Br.C([Sn]([C:44]#[C:45][C:46]1[CH:51]=[CH:50][CH:49]=[CH:48][CH:47]=1)(CCCC)CCCC)CCC.C(C1C=CC(C#C[SnH3])=C(CCCC)C=1CCCC)CCC.C([O:75][CH2:76][CH3:77])C, predict the reaction product. The product is: [C:46]1([C:45]#[C:44][C:8]2[CH:7]=[CH:6][C:5]([N:10]([C:76]([OH:75])([CH3:77])[C:2]([F:30])([F:29])[F:1])[CH2:18][C:19]3[CH:24]=[CH:23][CH:22]=[C:21]([C:25]([F:27])([F:26])[F:28])[CH:20]=3)=[CH:4][C:3]=2[C:2]([F:30])([F:29])[F:1])[CH:51]=[CH:50][CH:49]=[CH:48][CH:47]=1. (7) Given the reactants C(O[C:4]([C:6]1[CH:7]=[N:8][C:9]2[C:14]([C:15]=1[NH:16][CH:17]1[CH2:21][CH2:20][CH2:19][CH2:18]1)=[CH:13][CH:12]=[CH:11][C:10]=2[O:22][CH3:23])=[O:5])C.[N:24]([C:27]1[C:28]([CH3:33])=[N:29][O:30][C:31]=1[CH3:32])=[C:25]=[O:26], predict the reaction product. The product is: [CH:17]1([N:16]2[C:15]3[C:14]4[CH:13]=[CH:12][CH:11]=[C:10]([O:22][CH3:23])[C:9]=4[N:8]=[CH:7][C:6]=3[C:4](=[O:5])[N:24]([C:27]3[C:28]([CH3:33])=[N:29][O:30][C:31]=3[CH3:32])[C:25]2=[O:26])[CH2:21][CH2:20][CH2:19][CH2:18]1. (8) Given the reactants [F:1][C:2]([F:22])([F:21])[CH2:3][O:4][C:5]1[C:10]([N+:11]([O-])=O)=[C:9]([O:14][CH2:15][C:16]([F:19])([F:18])[F:17])[CH:8]=[C:7]([CH3:20])[N:6]=1.S(S([O-])=O)([O-])=O.[Na+].[Na+].S(=O)(=O)(O)O.N, predict the reaction product. The product is: [NH2:11][C:10]1[C:5]([O:4][CH2:3][C:2]([F:22])([F:1])[F:21])=[N:6][C:7]([CH3:20])=[CH:8][C:9]=1[O:14][CH2:15][C:16]([F:18])([F:19])[F:17]. (9) Given the reactants [CH2:1]=[CH:2][CH2:3][CH2:4][CH2:5][CH2:6][CH2:7][CH3:8].C=CCC, predict the reaction product. The product is: [CH2:1]=[CH:2][CH2:3][CH3:4].[CH2:1]=[CH:2][CH2:3][CH2:4][CH2:5][CH2:6][CH2:7][CH3:8]. (10) Given the reactants [CH:1]1[C:14]2[CH:13]=[C:12](B(O)O)[C:11]3[C:6](=[CH:7][CH:8]=[CH:9][CH:10]=3)[C:5]=2[CH:4]=[CH:3][CH:2]=1.[Br:18][C:19]1[CH:20]=[C:21](I)[CH:22]=[CH:23][CH:24]=1.C(=O)([O-])[O-].[Na+].[Na+], predict the reaction product. The product is: [Br:18][C:19]1[CH:24]=[C:23]([C:12]2[C:11]3[C:6]([C:5]4[CH:4]=[CH:3][CH:2]=[CH:1][C:14]=4[CH:13]=2)=[CH:7][CH:8]=[CH:9][CH:10]=3)[CH:22]=[CH:21][CH:20]=1.